This data is from Full USPTO retrosynthesis dataset with 1.9M reactions from patents (1976-2016). The task is: Predict the reactants needed to synthesize the given product. Given the product [CH3:80][O:79][C:67]1[CH:66]=[CH:65][C:64]([NH:63][C:2]2[CH:7]=[CH:6][C:5]([N+:8]([O-:10])=[O:9])=[CH:4][CH:3]=2)=[CH:69][C:68]=1[C:70]1[CH:75]=[CH:74][CH:73]=[C:72]([C:76](=[O:78])[CH3:77])[CH:71]=1, predict the reactants needed to synthesize it. The reactants are: I[C:2]1[CH:7]=[CH:6][C:5]([N+:8]([O-:10])=[O:9])=[CH:4][CH:3]=1.C(=O)([O-])[O-].[Cs+].[Cs+].C1(P(C2C=CC=CC=2)C2C=CC3C(=CC=CC=3)C=2C2C3C(=CC=CC=3)C=CC=2P(C2C=CC=CC=2)C2C=CC=CC=2)C=CC=CC=1.[NH2:63][C:64]1[CH:65]=[CH:66][C:67]([O:79][CH3:80])=[C:68]([C:70]2[CH:75]=[CH:74][CH:73]=[C:72]([C:76](=[O:78])[CH3:77])[CH:71]=2)[CH:69]=1.